Dataset: Reaction yield outcomes from USPTO patents with 853,638 reactions. Task: Predict the reaction yield, written as a fraction of the theoretical maximum amount of product (1.0 means a 100% yield; for example, 0.34 means a 34% yield). (1) The reactants are [SH:1][C:2]1[N:10]=[CH:9][CH:8]=[CH:7][C:3]=1[C:4]([OH:6])=[O:5].[CH2:11](I)[CH:12]([CH3:14])[CH3:13]. No catalyst specified. The product is [CH2:11]([S:1][C:2]1[N:10]=[CH:9][CH:8]=[CH:7][C:3]=1[C:4]([OH:6])=[O:5])[CH:12]([CH3:14])[CH3:13]. The yield is 0.920. (2) The reactants are [CH3:1][O:2][C:3](=[O:11])[C:4]1[CH:9]=[CH:8][CH:7]=[C:6]([OH:10])[CH:5]=1.N1C(C)=CC=CC=1C.[F:20][C:21]([F:34])([F:33])[S:22](O[S:22]([C:21]([F:34])([F:33])[F:20])(=[O:24])=[O:23])(=[O:24])=[O:23].[Cl-].[NH4+]. The catalyst is C(Cl)Cl. The product is [CH3:1][O:2][C:3](=[O:11])[C:4]1[CH:9]=[CH:8][CH:7]=[C:6]([O:10][S:22]([C:21]([F:34])([F:33])[F:20])(=[O:24])=[O:23])[CH:5]=1. The yield is 0.870.